This data is from Forward reaction prediction with 1.9M reactions from USPTO patents (1976-2016). The task is: Predict the product of the given reaction. (1) Given the reactants Cl[C:2]1[C:3](=[O:17])[N:4]([CH2:15][CH3:16])[S:5](=[O:14])(=[O:13])[C:6]=1[C:7]1[CH:12]=[CH:11][CH:10]=[CH:9][CH:8]=1.[NH:18]1[CH:22]=[C:21]([CH2:23][CH2:24][NH2:25])[N:20]=[CH:19]1, predict the reaction product. The product is: [CH2:15]([N:4]1[C:3](=[O:17])[C:2]([NH:25][CH2:24][CH2:23][C:21]2[N:20]=[CH:19][NH:18][CH:22]=2)=[C:6]([C:7]2[CH:12]=[CH:11][CH:10]=[CH:9][CH:8]=2)[S:5]1(=[O:14])=[O:13])[CH3:16]. (2) Given the reactants [Cl:1][C:2]1[N:7]=[C:6]([NH2:8])[C:5]([NH2:9])=[CH:4][CH:3]=1.C(=O)([O-])[O-].[K+].[K+].Br[CH2:17][C:18]([O:20][CH2:21][CH3:22])=[O:19], predict the reaction product. The product is: [NH2:8][C:6]1[C:5]([NH:9][CH2:17][C:18]([O:20][CH2:21][CH3:22])=[O:19])=[CH:4][CH:3]=[C:2]([Cl:1])[N:7]=1. (3) Given the reactants [ClH:1].[C:2]([C:4]1[CH:5]=[C:6]([CH:23]=[C:24]([O:26][CH3:27])[N:25]=1)[C:7]([NH:9][C:10]1[CH:15]=[CH:14][C:13]([C@@H:16]2[O:21][CH2:20][CH2:19][NH:18][CH2:17]2)=[C:12](F)[CH:11]=1)=[O:8])#[N:3].C(OC(N1CCO[C@@H](C2C=CC(N)=C([F:48])C=2)C1)=O)(C)(C)C, predict the reaction product. The product is: [ClH:1].[C:2]([C:4]1[CH:5]=[C:6]([CH:23]=[C:24]([O:26][CH3:27])[N:25]=1)[C:7]([NH:9][C:10]1[CH:15]=[CH:14][C:13]([C@@H:16]2[O:21][CH2:20][CH2:19][NH:18][CH2:17]2)=[CH:12][C:11]=1[F:48])=[O:8])#[N:3]. (4) Given the reactants [Br:1][C:2]1[CH:3]=[CH:4][C:5](I)=[C:6]([O:8][CH3:9])[CH:7]=1.[CH3:11][C:12]([CH3:14])=[O:13].[Li]CCCC, predict the reaction product. The product is: [Br:1][C:2]1[CH:3]=[CH:4][C:5]([C:12]([OH:13])([CH3:14])[CH3:11])=[C:6]([O:8][CH3:9])[CH:7]=1. (5) Given the reactants [H-].[Na+].[NH2:3][C:4]1([C:17]2[C:18]([O:23][CH2:24][CH3:25])=[N:19][CH:20]=[CH:21][CH:22]=2)[C:12]2[C:7](=[CH:8][C:9]([F:15])=[C:10]([C:13]#[N:14])[CH:11]=2)[NH:6][C:5]1=[O:16].[CH3:26][O:27][C:28]1[CH:33]=[C:32]([O:34][CH3:35])[CH:31]=[CH:30][C:29]=1[S:36](Cl)(=[O:38])=[O:37], predict the reaction product. The product is: [NH2:3][C:4]1([C:17]2[C:18]([O:23][CH2:24][CH3:25])=[N:19][CH:20]=[CH:21][CH:22]=2)[C:12]2[C:7](=[CH:8][C:9]([F:15])=[C:10]([C:13]#[N:14])[CH:11]=2)[N:6]([S:36]([C:29]2[CH:30]=[CH:31][C:32]([O:34][CH3:35])=[CH:33][C:28]=2[O:27][CH3:26])(=[O:38])=[O:37])[C:5]1=[O:16].